This data is from Reaction yield outcomes from USPTO patents with 853,638 reactions. The task is: Predict the reaction yield, written as a fraction of the theoretical maximum amount of product (1.0 means a 100% yield; for example, 0.34 means a 34% yield). (1) The reactants are [O:1]1[CH:3]2[CH2:4][CH2:5][CH2:6][CH:2]12.[C:7]1([Mg]Br)[CH:12]=[CH:11][CH:10]=[CH:9][CH:8]=1.[Cl-].[NH4+]. The catalyst is O1CCCC1.[Cu](I)I.[Cu](Cl)Cl. The product is [C:7]1([C@@H:2]2[CH2:6][CH2:5][CH2:4][C@H:3]2[OH:1])[CH:12]=[CH:11][CH:10]=[CH:9][CH:8]=1. The yield is 0.465. (2) The reactants are C1C=CC(P(C2C=CC=CC=2)C2C=CC=CC=2)=CC=1.CCN(CC)CC.C(Cl)(Cl)(Cl)Cl.[NH:32]=[C:33]([NH:35][NH:36][C:37]([C:39]1[C:44]([NH:45][C:46]2[CH:51]=[CH:50][C:49]([Br:52])=[CH:48][C:47]=2[F:53])=[C:43]([F:54])[C:42](=[O:55])[N:41]([CH3:56])[CH:40]=1)=O)[CH3:34]. The catalyst is C(Cl)Cl.C(OCC)(=O)C. The yield is 0.500. The product is [Br:52][C:49]1[CH:50]=[CH:51][C:46]([NH:45][C:44]2[C:39]([C:37]3[NH:32][C:33]([CH3:34])=[N:35][N:36]=3)=[CH:40][N:41]([CH3:56])[C:42](=[O:55])[C:43]=2[F:54])=[C:47]([F:53])[CH:48]=1. (3) The reactants are [CH:1]1([CH:7]([NH:18][C:19]2[CH:27]=[CH:26][C:22]([C:23](O)=[O:24])=[CH:21][CH:20]=2)[C:8]2[O:16][C:15]3[C:10](=[N:11][CH:12]=[CH:13][CH:14]=3)[C:9]=2[CH3:17])[CH2:6][CH2:5][CH2:4][CH2:3][CH2:2]1.[CH3:28][NH:29][CH2:30][CH2:31][C:32]([O:34][CH2:35][CH3:36])=[O:33].O.ON1C2C=CC=CC=2N=N1.Cl.C(N=C=NCCCN(C)C)C.[Cl-].[NH4+]. The catalyst is CN(C)C=O.C(N(CC)CC)C. The product is [CH:1]1([CH:7]([NH:18][C:19]2[CH:20]=[CH:21][C:22]([C:23]([N:29]([CH3:28])[CH2:30][CH2:31][C:32]([O:34][CH2:35][CH3:36])=[O:33])=[O:24])=[CH:26][CH:27]=2)[C:8]2[O:16][C:15]3[C:10](=[N:11][CH:12]=[CH:13][CH:14]=3)[C:9]=2[CH3:17])[CH2:6][CH2:5][CH2:4][CH2:3][CH2:2]1. The yield is 0.670. (4) The reactants are Br[C:2]1[CH:3]=[CH:4][C:5]2[C:6]3[CH2:16][N:15]([C:17]([O:19][C:20]([CH3:23])([CH3:22])[CH3:21])=[O:18])[CH2:14][CH2:13][CH2:12][C:7]=3[N:8]([CH3:11])[C:9]=2[CH:10]=1.[F:24][C:25]([F:40])([F:39])[C:26]1[CH:27]=[CH:28][C:29]([C:32]2[CH:37]=[CH:36][NH:35][C:34](=[O:38])[CH:33]=2)=[N:30][CH:31]=1.C([O-])([O-])=O.[Cs+].[Cs+].OC1C=CC=C2C=1N=CC=C2. The catalyst is CS(C)=O.[Cu](I)I. The product is [CH3:11][N:8]1[C:9]2[CH:10]=[C:2]([N:35]3[CH:36]=[CH:37][C:32]([C:29]4[CH:28]=[CH:27][C:26]([C:25]([F:24])([F:39])[F:40])=[CH:31][N:30]=4)=[CH:33][C:34]3=[O:38])[CH:3]=[CH:4][C:5]=2[C:6]2[CH2:16][N:15]([C:17]([O:19][C:20]([CH3:23])([CH3:22])[CH3:21])=[O:18])[CH2:14][CH2:13][CH2:12][C:7]1=2. The yield is 0.400. (5) The reactants are [Cl:1][C:2]1[CH:10]=[CH:9][C:5]([C:6]([OH:8])=[O:7])=[CH:4][CH:3]=1.OS(O)(=O)=O.[CH3:16]O. No catalyst specified. The product is [Cl:1][C:2]1[CH:10]=[CH:9][C:5]([C:6]([O:8][CH3:16])=[O:7])=[CH:4][CH:3]=1. The yield is 0.900. (6) No catalyst specified. The reactants are [F:1][C:2]1[CH:10]=[C:9]([OH:11])[CH:8]=[CH:7][C:3]=1[C:4]([OH:6])=[O:5].S(=O)(=O)(O)O.[CH3:17]O. The product is [F:1][C:2]1[CH:10]=[C:9]([OH:11])[CH:8]=[CH:7][C:3]=1[C:4]([O:6][CH3:17])=[O:5]. The yield is 0.850. (7) The reactants are [F:1][C:2]1[CH:8]=[C:7]([F:9])[CH:6]=[CH:5][C:3]=1[NH2:4].[N:10]([O-])=O.[Na+].C([O-])(=O)C.[Na+].[C:19]([CH2:22][C:23](=[O:25])[CH3:24])(=[O:21])[CH3:20]. The catalyst is C(O)(=O)C.Cl.O. The product is [F:1][C:2]1[CH:8]=[C:7]([F:9])[CH:6]=[CH:5][C:3]=1[NH:4][N:10]=[C:22]([C:23](=[O:25])[CH3:24])[C:19](=[O:21])[CH3:20]. The yield is 0.300.